Dataset: Forward reaction prediction with 1.9M reactions from USPTO patents (1976-2016). Task: Predict the product of the given reaction. (1) Given the reactants [N+:1]([C:4]1[CH:9]=[CH:8][N:7]=[C:6]([CH2:10][O:11]C(=O)C)[CH:5]=1)([O-:3])=[O:2].[OH-].[Na+], predict the reaction product. The product is: [N+:1]([C:4]1[CH:9]=[CH:8][N:7]=[C:6]([CH2:10][OH:11])[CH:5]=1)([O-:3])=[O:2]. (2) Given the reactants [CH2:1]=[O:2].[C:3]([NH2:7])([CH3:6])([CH3:5])[CH3:4].[Br:8][C:9]1[CH:14]=[C:13]([C:15]([CH3:18])([CH3:17])[CH3:16])[CH:12]=[CH:11][C:10]=1O.[CH:20](O)(C)C, predict the reaction product. The product is: [Br:8][C:9]1[C:10]2[O:2][CH2:1][N:7]([C:3]([CH3:6])([CH3:5])[CH3:4])[CH2:20][C:11]=2[CH:12]=[C:13]([C:15]([CH3:18])([CH3:17])[CH3:16])[CH:14]=1. (3) Given the reactants Cl.C(N=C=[N:6][CH2:7][CH2:8][CH2:9][N:10]([CH3:12])C)C.[C:13]([O:17][C:18]([NH:20][C@H:21]([C:25]([OH:27])=O)[CH:22]([CH3:24])[CH3:23])=[O:19])([CH3:16])([CH3:15])[CH3:14].[OH2:28].O[N:30]1[C:34]2[CH:35]=[CH:36][CH:37]=[CH:38]C=2N=N1.CN1CCO[CH2:42][CH2:41]1, predict the reaction product. The product is: [C:13]([O:17][C:18](=[O:19])[NH:20][C@H:21]([C:25]([N:30]1[CH2:34][CH2:35][CH:36]([O:28][C:12]2[CH:42]=[CH:41][C:8]([C:7]#[N:6])=[CH:9][N:10]=2)[CH2:37][CH2:38]1)=[O:27])[CH:22]([CH3:23])[CH3:24])([CH3:14])([CH3:15])[CH3:16]. (4) Given the reactants Cl[C:2]1[C:3]2[CH:10]=[CH:9][NH:8][C:4]=2[N:5]=[CH:6][N:7]=1.[C:11]([N:18]1[CH2:23][CH2:22][NH:21][CH2:20][CH2:19]1)([O:13][C:14]([CH3:17])([CH3:16])[CH3:15])=[O:12].CCN(C(C)C)C(C)C, predict the reaction product. The product is: [C:11]([N:18]1[CH2:19][CH2:20][N:21]([C:6]2[N:7]=[CH:2][C:3]3[CH:10]=[CH:9][NH:8][C:4]=3[N:5]=2)[CH2:22][CH2:23]1)([O:13][C:14]([CH3:17])([CH3:16])[CH3:15])=[O:12]. (5) Given the reactants [CH3:1][C:2]1[CH:3]=[C:4]([C:12]2[CH:17]=[CH:16][C:15]([NH:18][C:19](=[O:28])[CH2:20][CH2:21]N3CCCCC3)=[CH:14][CH:13]=2)[N:5]2[C:10]=1[CH2:9][CH2:8][CH2:7][C:6]2=[O:11].[CH3:29][Si](C)(C)N[Si](C)(C)C.[Li].IC, predict the reaction product. The product is: [CH3:29][N:18]([C:15]1[CH:16]=[CH:17][C:12]([C:4]2[N:5]3[C:10]([CH2:9][CH2:8][CH2:7][C:6]3=[O:11])=[C:2]([CH3:1])[CH:3]=2)=[CH:13][CH:14]=1)[C:19](=[O:28])[CH:20]=[CH2:21]. (6) Given the reactants [BH-](OC(C)=O)(OC(C)=O)O[C:3](C)=O.[Na+].[CH:15]([C:17]1[C:18]([C:22]2[CH:29]=[CH:28][C:25]([C:26]#[N:27])=[CH:24][CH:23]=2)=[N:19][NH:20][N:21]=1)=O.[CH3:30][C@@H:31]1[CH2:36][NH:35][CH2:34][CH2:33][N:32]1[C:37]1[CH:42]=[CH:41][C:40]([C:43]([F:46])([F:45])[F:44])=[CH:39]N=1.C(O)(=O)C, predict the reaction product. The product is: [CH3:30][C@H:31]1[N:32]([C:37]2[CH:3]=[CH:39][C:40]([C:43]([F:46])([F:45])[F:44])=[CH:41][CH:42]=2)[CH2:33][CH2:34][N:35]([CH2:15][C:17]2[C:18]([C:22]3[CH:29]=[CH:28][C:25]([C:26]#[N:27])=[CH:24][CH:23]=3)=[N:19][NH:20][N:21]=2)[CH2:36]1. (7) The product is: [CH3:16][O:15][CH:3]([O:2][CH3:1])[CH2:4][N:5]([S:24]([CH3:23])(=[O:26])=[O:25])[C:6]1[CH:11]=[CH:10][C:9]([F:12])=[C:8]([O:13][CH3:14])[CH:7]=1. Given the reactants [CH3:1][O:2][CH:3]([O:15][CH3:16])[CH2:4][NH:5][C:6]1[CH:11]=[CH:10][C:9]([F:12])=[C:8]([O:13][CH3:14])[CH:7]=1.N1C=CC=CC=1.[CH3:23][S:24](Cl)(=[O:26])=[O:25], predict the reaction product.